From a dataset of Full USPTO retrosynthesis dataset with 1.9M reactions from patents (1976-2016). Predict the reactants needed to synthesize the given product. (1) Given the product [N:1]1[C:2]2[CH:3]=[CH:4][N:5]=[CH:6][C:7]=2[C:8](=[O:10])[NH:13][CH:11]=1, predict the reactants needed to synthesize it. The reactants are: [NH2:1][C:2]1[C:7]([C:8]([OH:10])=O)=[CH:6][N:5]=[CH:4][CH:3]=1.[CH:11]([NH2:13])=O. (2) Given the product [CH3:32][C:29]1[CH:30]=[CH:31][C:26]([NH:25][C:24]([C:21]2[C:19]3[N:20]=[CH:15][N:16]=[CH:17][C:18]=3[S:23][CH:22]=2)=[O:34])=[N:27][C:28]=1[CH3:33], predict the reactants needed to synthesize it. The reactants are: C(OC(=O)N[C@@H]1[C@H](N[C:15]2[N:16]=[CH:17][C:18]3[S:23][CH:22]=[C:21]([C:24](=[O:34])[NH:25][C:26]4[CH:31]=[CH:30][C:29]([CH3:32])=[C:28]([CH3:33])[N:27]=4)[C:19]=3[N:20]=2)CCOC1)(C)(C)C. (3) The reactants are: C([N:8]1[CH2:12][C@H:11]([N:13]2[CH2:18][CH2:17][CH2:16][CH2:15][C:14]2=[O:19])[C@@H:10]([NH:20][C:21](=[O:27])[O:22][C:23]([CH3:26])([CH3:25])[CH3:24])[CH2:9]1)C1C=CC=CC=1.C([O-])=O.[NH4+]. Given the product [O:19]=[C:14]1[CH2:15][CH2:16][CH2:17][CH2:18][N:13]1[C@H:11]1[CH2:12][NH:8][CH2:9][C@@H:10]1[NH:20][C:21](=[O:27])[O:22][C:23]([CH3:25])([CH3:24])[CH3:26], predict the reactants needed to synthesize it.